Dataset: Reaction yield outcomes from USPTO patents with 853,638 reactions. Task: Predict the reaction yield, written as a fraction of the theoretical maximum amount of product (1.0 means a 100% yield; for example, 0.34 means a 34% yield). The reactants are CC([O-])(C)C.[K+].CC1C=CC(S([CH2:17][N+:18]#[C-])(=O)=O)=CC=1.[CH2:20]([O:27][C:28]1[CH:29]=[C:30]([CH:33]=[CH:34][C:35]=1[O:36][CH3:37])[CH:31]=O)[C:21]1[CH:26]=[CH:25][CH:24]=[CH:23][CH:22]=1.CO. The catalyst is C1COCC1.O. The product is [CH2:20]([O:27][C:28]1[CH:29]=[C:30]([CH2:31][C:17]#[N:18])[CH:33]=[CH:34][C:35]=1[O:36][CH3:37])[C:21]1[CH:26]=[CH:25][CH:24]=[CH:23][CH:22]=1. The yield is 0.480.